From a dataset of Reaction yield outcomes from USPTO patents with 853,638 reactions. Predict the reaction yield, written as a fraction of the theoretical maximum amount of product (1.0 means a 100% yield; for example, 0.34 means a 34% yield). (1) The reactants are [C:1](Cl)(=[O:11])[C:2]1[C:3](=[CH:7][CH:8]=[CH:9][CH:10]=1)[C:4](Cl)=[O:5].[F:13][C:14]1[CH:21]=[CH:20][C:17]([CH2:18][NH2:19])=[CH:16][CH:15]=1. The catalyst is C1(C)C=CC=CC=1. The product is [F:13][C:14]1[CH:21]=[CH:20][C:17]([CH2:18][NH:19][C:1](=[O:11])[C:2]2[C:3](=[CH:7][CH:8]=[CH:9][CH:10]=2)[C:4]([NH:19][CH2:18][C:17]2[CH:20]=[CH:21][C:14]([F:13])=[CH:15][CH:16]=2)=[O:5])=[CH:16][CH:15]=1. The yield is 0.820. (2) The reactants are [C:9](O[C:9]([O:11][C:12]([CH3:15])([CH3:14])[CH3:13])=[O:10])([O:11][C:12]([CH3:15])([CH3:14])[CH3:13])=[O:10].Cl.[CH2:17]([O:19][C:20](=[O:23])[CH2:21][NH2:22])[CH3:18].C(N(CC)CC)C. The catalyst is O1CCCC1. The product is [C:12]([O:11][C:9]([NH:22][CH2:21][C:20]([O:19][CH2:17][CH3:18])=[O:23])=[O:10])([CH3:13])([CH3:14])[CH3:15]. The yield is 0.980.